This data is from Merck oncology drug combination screen with 23,052 pairs across 39 cell lines. The task is: Regression. Given two drug SMILES strings and cell line genomic features, predict the synergy score measuring deviation from expected non-interaction effect. (1) Drug 1: NC1(c2ccc(-c3nc4ccn5c(=O)[nH]nc5c4cc3-c3ccccc3)cc2)CCC1. Drug 2: CCC1(O)C(=O)OCc2c1cc1n(c2=O)Cc2cc3c(CN(C)C)c(O)ccc3nc2-1. Cell line: A2058. Synergy scores: synergy=9.80. (2) Drug 2: CNC(=O)c1cc(Oc2ccc(NC(=O)Nc3ccc(Cl)c(C(F)(F)F)c3)cc2)ccn1. Drug 1: CC(=O)OC1C(=O)C2(C)C(O)CC3OCC3(OC(C)=O)C2C(OC(=O)c2ccccc2)C2(O)CC(OC(=O)C(O)C(NC(=O)c3ccccc3)c3ccccc3)C(C)=C1C2(C)C. Synergy scores: synergy=2.07. Cell line: RKO. (3) Drug 1: C#Cc1cccc(Nc2ncnc3cc(OCCOC)c(OCCOC)cc23)c1. Drug 2: CCc1cnn2c(NCc3ccc[n+]([O-])c3)cc(N3CCCCC3CCO)nc12. Cell line: SW620. Synergy scores: synergy=-8.87. (4) Drug 1: CN1C(=O)C=CC2(C)C3CCC4(C)C(NC(=O)OCC(F)(F)F)CCC4C3CCC12. Drug 2: N.N.O=C(O)C1(C(=O)O)CCC1.[Pt]. Cell line: PA1. Synergy scores: synergy=-1.15.